Dataset: Forward reaction prediction with 1.9M reactions from USPTO patents (1976-2016). Task: Predict the product of the given reaction. (1) Given the reactants [F:1][C:2]1[CH:3]=[CH:4][C:5](B(O)O)=[C:6]2[C:10]=1[C@H:9]([O:11][C:12]1[CH:25]=[CH:24][C:15]3[C@H:16]([CH2:19][C:20]([O:22][CH3:23])=[O:21])[CH2:17][O:18][C:14]=3[CH:13]=1)[CH2:8][CH2:7]2.[OH:29][C:30]1[CH:39]=[C:38]2[C:33]([CH2:34][CH2:35][C:36](=[O:40])[NH:37]2)=[CH:32][CH:31]=1, predict the reaction product. The product is: [CH3:23][O:22][C:20](=[O:21])[CH2:19][C@H:16]1[C:15]2[CH:24]=[CH:25][C:12]([O:11][C@H:9]3[C:10]4[C:6](=[C:5]([O:29][C:30]5[CH:39]=[C:38]6[C:33]([CH2:34][CH2:35][C:36](=[O:40])[NH:37]6)=[CH:32][CH:31]=5)[CH:4]=[CH:3][C:2]=4[F:1])[CH2:7][CH2:8]3)=[CH:13][C:14]=2[O:18][CH2:17]1. (2) Given the reactants [CH:1]([C:4]1[N:9]([CH3:10])[C:8](=[O:11])[NH:7][C:6](=[O:12])[CH:5]=1)([CH3:3])[CH3:2].[C:13]([O:17][C:18]([NH:20][C@H:21]([C:32]([O:34][CH3:35])=[O:33])[CH2:22][C:23]1[CH:28]=[CH:27][C:26](B(O)O)=[CH:25][CH:24]=1)=[O:19])([CH3:16])([CH3:15])[CH3:14].C(N(CC)CC)C, predict the reaction product. The product is: [C:13]([O:17][C:18]([NH:20][C@H:21]([C:32]([O:34][CH3:35])=[O:33])[CH2:22][C:23]1[CH:24]=[CH:25][C:26]([N:7]2[C:6](=[O:12])[CH:5]=[C:4]([CH:1]([CH3:3])[CH3:2])[N:9]([CH3:10])[C:8]2=[O:11])=[CH:27][CH:28]=1)=[O:19])([CH3:15])([CH3:16])[CH3:14]. (3) Given the reactants [CH3:1]C1(C)CCCNC1=O.[CH3:10][C:11]1([CH3:18])[NH:16][C:15](=[O:17])[CH2:14][CH2:13][CH2:12]1.[H-].[Na+].CI, predict the reaction product. The product is: [CH3:1][N:16]1[C:11]([CH3:18])([CH3:10])[CH2:12][CH2:13][CH2:14][C:15]1=[O:17]. (4) Given the reactants Cl[C:2]1[C:3]2[CH2:11][CH2:10][N:9]([C:12]3[C:17]([Cl:18])=[CH:16][CH:15]=[CH:14][N:13]=3)[CH2:8][C:4]=2[N:5]=[CH:6][N:7]=1.[O:19]1[CH2:24][CH2:23][O:22][C:21]2[CH:25]=[C:26]([NH2:29])[CH:27]=[CH:28][C:20]1=2.[I-].[Na+].C(=O)(O)[O-].[Na+], predict the reaction product. The product is: [Cl:18][C:17]1[C:12]([N:9]2[CH2:10][CH2:11][C:3]3[C:2]([NH:29][C:26]4[CH:27]=[CH:28][C:20]5[O:19][CH2:24][CH2:23][O:22][C:21]=5[CH:25]=4)=[N:7][CH:6]=[N:5][C:4]=3[CH2:8]2)=[N:13][CH:14]=[CH:15][CH:16]=1. (5) Given the reactants [CH3:1][C:2]([Si:5]([CH3:33])([CH3:32])[O:6][C@H:7]1[CH2:12][C@@H:11]([CH2:13][NH:14][C:15]([O:17][C:18]([CH3:21])([CH3:20])[CH3:19])=[O:16])[CH2:10][N:9](C(OCC2C=CC=CC=2)=O)[CH2:8]1)([CH3:4])[CH3:3].[H][H].N#N, predict the reaction product. The product is: [CH3:4][C:2]([Si:5]([CH3:33])([CH3:32])[O:6][C@H:7]1[CH2:8][NH:9][CH2:10][C@@H:11]([CH2:13][NH:14][C:15](=[O:16])[O:17][C:18]([CH3:21])([CH3:20])[CH3:19])[CH2:12]1)([CH3:1])[CH3:3]. (6) Given the reactants [NH2:1][C:2]1[N:7]=[C:6]([C:8]2[O:9][CH:10]=[CH:11][CH:12]=2)[C:5]([C:13]#[N:14])=[C:4](SC)[N:3]=1.[OH-:17].[Na+], predict the reaction product. The product is: [NH2:1][C:2]1[NH:3][C:4](=[O:17])[C:5]([C:13]#[N:14])=[C:6]([C:8]2[O:9][CH:10]=[CH:11][CH:12]=2)[N:7]=1.